Task: Predict the reactants needed to synthesize the given product.. Dataset: Full USPTO retrosynthesis dataset with 1.9M reactions from patents (1976-2016) (1) Given the product [CH3:17][O:16][C:7]1[CH:6]=[CH:5][C:4]2[N:3]=[C:2]([NH:25][CH2:18][C:19]3[CH:24]=[CH:23][CH:22]=[CH:21][CH:20]=3)[CH:11]=[N:10][C:9]=2[C:8]=1[C:12]([O:14][CH3:15])=[O:13], predict the reactants needed to synthesize it. The reactants are: Cl[C:2]1[CH:11]=[N:10][C:9]2[C:8]([C:12]([O:14][CH3:15])=[O:13])=[C:7]([O:16][CH3:17])[CH:6]=[CH:5][C:4]=2[N:3]=1.[CH2:18]([NH2:25])[C:19]1[CH:24]=[CH:23][CH:22]=[CH:21][CH:20]=1.C(=O)(O)[O-].[Na+]. (2) Given the product [F:8][C:9]([F:20])([F:19])[C:10]1[CH:18]=[CH:17][C:13]([C:14]2[O:15][CH:22]=[N:21][C:23]=2[C:24]([O:26][CH2:27][CH3:28])=[O:25])=[CH:12][CH:11]=1, predict the reactants needed to synthesize it. The reactants are: C(N(CC)CC)C.[F:8][C:9]([F:20])([F:19])[C:10]1[CH:18]=[CH:17][C:13]([C:14](Cl)=[O:15])=[CH:12][CH:11]=1.[N+:21]([CH2:23][C:24]([O:26][CH2:27][CH3:28])=[O:25])#[C-:22].